This data is from Experimentally validated miRNA-target interactions with 360,000+ pairs, plus equal number of negative samples. The task is: Binary Classification. Given a miRNA mature sequence and a target amino acid sequence, predict their likelihood of interaction. The miRNA is hsa-miR-4530 with sequence CCCAGCAGGACGGGAGCG. The protein sequence of the target gene is MPGAGDGGKAPARWLGTGLLGLFLLPVTLSLEVSVGKATDIYAVNGTEILLPCTFSSCFGFEDLHFRWTYNSSDAFKILIEGTVKNEKSDPKVTLKDDDRITLVGSTKEKMNNISIVLRDLEFSDTGKYTCHVKNPKENNLQHHATIFLQVVDRLEEVDNTVTLIILAVVGGVIGLLILILLIKKLIIFILKKTREKKKECLVSSSGNDNTENGLPGSKAEEKPPSKV. Result: 1 (interaction).